This data is from Reaction yield outcomes from USPTO patents with 853,638 reactions. The task is: Predict the reaction yield, written as a fraction of the theoretical maximum amount of product (1.0 means a 100% yield; for example, 0.34 means a 34% yield). (1) The reactants are [C:1]([NH:4][C:5]1[CH:6]=[C:7]([N:20]2[CH2:25][CH2:24][N:23]([C:26]([O:28][C:29]([CH3:32])([CH3:31])[CH3:30])=[O:27])[CH2:22][CH2:21]2)[CH:8]=[CH:9][C:10]=1[S:11]([C:14]1[CH:19]=[CH:18][CH:17]=[CH:16][CH:15]=1)(=[O:13])=[O:12])(=O)[CH3:2]. The catalyst is C1COCC1. The product is [CH2:1]([NH:4][C:5]1[CH:6]=[C:7]([N:20]2[CH2:21][CH2:22][N:23]([C:26]([O:28][C:29]([CH3:30])([CH3:32])[CH3:31])=[O:27])[CH2:24][CH2:25]2)[CH:8]=[CH:9][C:10]=1[S:11]([C:14]1[CH:15]=[CH:16][CH:17]=[CH:18][CH:19]=1)(=[O:13])=[O:12])[CH3:2]. The yield is 0.430. (2) The reactants are Cl[C:2]1[N:7]=[CH:6][N:5]=[C:4]([NH:8][C:9]2[N:10]=[C:11]([O:17][CH3:18])[C:12]([C:15]#[N:16])=[N:13][CH:14]=2)[CH:3]=1.[NH2:19][CH2:20][CH:21]1[CH2:26][CH2:25][N:24]([C:27]([O:29][C:30]([CH3:33])([CH3:32])[CH3:31])=[O:28])[CH2:23][CH2:22]1.C(N(CC)CC)C. The catalyst is C(#N)C. The product is [C:15]([C:12]1[N:13]=[CH:14][C:9]([NH:8][C:4]2[N:5]=[CH:6][N:7]=[C:2]([NH:19][CH2:20][CH:21]3[CH2:26][CH2:25][N:24]([C:27]([O:29][C:30]([CH3:33])([CH3:32])[CH3:31])=[O:28])[CH2:23][CH2:22]3)[CH:3]=2)=[N:10][C:11]=1[O:17][CH3:18])#[N:16]. The yield is 0.400.